This data is from Retrosynthesis with 50K atom-mapped reactions and 10 reaction types from USPTO. The task is: Predict the reactants needed to synthesize the given product. (1) Given the product CCC(=O)N1CCN(c2cc(C)c3c(=O)cc(Nc4ccccc4)n(-c4ccccc4)c3n2)CC1, predict the reactants needed to synthesize it. The reactants are: CCC(=O)O.Cc1cc(N2CCNCC2)nc2c1c(=O)cc(Nc1ccccc1)n2-c1ccccc1. (2) Given the product CCc1cc(C(N)=O)c(C)nc1OC, predict the reactants needed to synthesize it. The reactants are: CCc1cc(C(=O)O)c(C)nc1OC.Oc1cccc2[nH]nnc12. (3) Given the product COc1ccc(C[C@H](NC(=O)c2c(C)[nH]c3c(-c4c(OCC5CC5)ccc5c4OCO5)ncnc23)C(=O)N2CCC(N3N=C(c4ccc(OC)c(OC)c4)[C@H]4CCCC[C@H]4C3=O)CC2)cc1, predict the reactants needed to synthesize it. The reactants are: COc1ccc(C[C@@H](N)C(=O)N2CCC(N3N=C(c4ccc(OC)c(OC)c4)[C@H]4CCCC[C@H]4C3=O)CC2)cc1.Cc1[nH]c2c(-c3c(OCC4CC4)ccc4c3OCO4)ncnc2c1C(=O)O. (4) Given the product Cc1c(-c2cc3ccccc3o2)oc(=O)c(C)c1OC(=O)c1ccccc1, predict the reactants needed to synthesize it. The reactants are: Cc1c(-c2cc3ccccc3o2)oc(=O)c(C)c1O.O=C(Cl)c1ccccc1. (5) Given the product CCOC(=O)COCCCCN1C(=O)CCC[C@@H]1/C=C/C(O)Cc1cccc(Cl)c1, predict the reactants needed to synthesize it. The reactants are: CCOC(=O)COCCCCN1C(=O)CCC[C@@H]1/C=C/C(=O)Cc1cccc(Cl)c1.